This data is from Tox21: 12 toxicity assays (nuclear receptors and stress response pathways). The task is: Binary classification across 12 toxicity assays. (1) The compound is CC(C)(C)C(O)C(Oc1ccc(Cl)cc1)n1cncn1. It tested positive (active) for: NR-AhR (Aryl hydrocarbon Receptor agonist activity), and NR-Aromatase (Aromatase enzyme inhibition). (2) It tested positive (active) for: NR-Aromatase (Aromatase enzyme inhibition), SR-MMP (Mitochondrial Membrane Potential disruption), and SR-p53 (p53 tumor suppressor activation). The molecule is C[C@]12O[C@H](C[C@]1(O)CO)n1c3ccccc3c3c4c(c5c6ccccc6n2c5c31)CNC4=O. (3) The molecule is CCCCCC/C=C/CCCCCCCC(=O)O. It tested positive (active) for: NR-ER (Estrogen Receptor agonist activity). (4) The drug is CCCCCCCCn1sc(Cl)c(Cl)c1=O. It tested positive (active) for: SR-HSE (Heat Shock Element response), and SR-p53 (p53 tumor suppressor activation).